Dataset: NCI-60 drug combinations with 297,098 pairs across 59 cell lines. Task: Regression. Given two drug SMILES strings and cell line genomic features, predict the synergy score measuring deviation from expected non-interaction effect. (1) Drug 1: CN1CCC(CC1)COC2=C(C=C3C(=C2)N=CN=C3NC4=C(C=C(C=C4)Br)F)OC. Drug 2: CNC(=O)C1=NC=CC(=C1)OC2=CC=C(C=C2)NC(=O)NC3=CC(=C(C=C3)Cl)C(F)(F)F. Cell line: HOP-62. Synergy scores: CSS=19.4, Synergy_ZIP=-8.88, Synergy_Bliss=-1.61, Synergy_Loewe=-6.99, Synergy_HSA=-1.97. (2) Drug 1: C1=CC(=CC=C1CCCC(=O)O)N(CCCl)CCCl. Drug 2: B(C(CC(C)C)NC(=O)C(CC1=CC=CC=C1)NC(=O)C2=NC=CN=C2)(O)O. Cell line: U251. Synergy scores: CSS=29.4, Synergy_ZIP=-1.84, Synergy_Bliss=-0.277, Synergy_Loewe=5.20, Synergy_HSA=3.38. (3) Drug 1: CC1CCC2CC(C(=CC=CC=CC(CC(C(=O)C(C(C(=CC(C(=O)CC(OC(=O)C3CCCCN3C(=O)C(=O)C1(O2)O)C(C)CC4CCC(C(C4)OC)O)C)C)O)OC)C)C)C)OC. Drug 2: C(CCl)NC(=O)N(CCCl)N=O. Cell line: UACC-257. Synergy scores: CSS=2.08, Synergy_ZIP=-0.985, Synergy_Bliss=-1.03, Synergy_Loewe=-1.36, Synergy_HSA=-1.56. (4) Drug 1: CN(C)C1=NC(=NC(=N1)N(C)C)N(C)C. Drug 2: CCC1=C2CN3C(=CC4=C(C3=O)COC(=O)C4(CC)O)C2=NC5=C1C=C(C=C5)O. Cell line: UACC62. Synergy scores: CSS=26.3, Synergy_ZIP=-2.20, Synergy_Bliss=-1.14, Synergy_Loewe=-39.2, Synergy_HSA=-1.92. (5) Drug 1: C1=CC(=CC=C1CC(C(=O)O)N)N(CCCl)CCCl.Cl. Drug 2: C(CCl)NC(=O)N(CCCl)N=O. Cell line: MDA-MB-231. Synergy scores: CSS=2.63, Synergy_ZIP=-5.06, Synergy_Bliss=-5.50, Synergy_Loewe=-8.40, Synergy_HSA=-6.04. (6) Drug 1: C1CC(=O)NC(=O)C1N2C(=O)C3=CC=CC=C3C2=O. Drug 2: C1C(C(OC1N2C=NC(=NC2=O)N)CO)O. Cell line: EKVX. Synergy scores: CSS=1.36, Synergy_ZIP=2.10, Synergy_Bliss=1.52, Synergy_Loewe=-5.02, Synergy_HSA=-3.17.